This data is from Reaction yield outcomes from USPTO patents with 853,638 reactions. The task is: Predict the reaction yield, written as a fraction of the theoretical maximum amount of product (1.0 means a 100% yield; for example, 0.34 means a 34% yield). (1) The reactants are [CH3:1][O:2][C:3](=[O:18])[CH:4]([C:6]1[C:7]([F:17])=[C:8]2[C:13](=[CH:14][C:15]=1[F:16])[N:12]=[CH:11][CH:10]=[CH:9]2)[CH3:5].[Br:19]Br.N1C=CC=CC=1. The catalyst is C(Cl)(Cl)(Cl)Cl. The product is [Br:19][C:10]1[CH:11]=[N:12][C:13]2[C:8]([CH:9]=1)=[C:7]([F:17])[C:6]([CH:4]([CH3:5])[C:3]([O:2][CH3:1])=[O:18])=[C:15]([F:16])[CH:14]=2. The yield is 0.580. (2) The reactants are CC([N:5]([C:9]1[S:10][C:11]([Cl:21])=[C:12]([C:15]2[N:19]([CH3:20])[N:18]=[CH:17][CH:16]=2)[C:13]=1[Cl:14])C(=O)[O-])(C)C.Cl. The catalyst is CO. The product is [Cl:14][C:13]1[C:12]([C:15]2[N:19]([CH3:20])[N:18]=[CH:17][CH:16]=2)=[C:11]([Cl:21])[S:10][C:9]=1[NH2:5]. The yield is 0.950. (3) The reactants are [Br:1][C:2]1[S:6][C:5]([C:7]([C:9]2[CH:17]=[C:16]3[C:12]([CH:13]=[C:14]([C:18]4[CH:33]=[CH:32][C:21]([C:22]([O:24][CH2:25][C:26]5[CH:31]=[CH:30][CH:29]=[CH:28][CH:27]=5)=[O:23])=[CH:20][CH:19]=4)[NH:15]3)=[CH:11][CH:10]=2)=[O:8])=[CH:4][C:3]=1[CH2:34][C:35]([O:37][CH2:38][CH3:39])=[O:36].Br[CH2:41][CH2:42][CH2:43][CH2:44][N:45]1[C:49](=[O:50])[C:48]2=[CH:51][CH:52]=[CH:53][CH:54]=[C:47]2[C:46]1=[O:55].[F-].[Cs+]. The catalyst is CC#N. The product is [Br:1][C:2]1[S:6][C:5]([C:7]([C:9]2[CH:17]=[C:16]3[C:12]([CH:13]=[C:14]([C:18]4[CH:33]=[CH:32][C:21]([C:22]([O:24][CH2:25][C:26]5[CH:31]=[CH:30][CH:29]=[CH:28][CH:27]=5)=[O:23])=[CH:20][CH:19]=4)[N:15]3[CH2:41][CH2:42][CH2:43][CH2:44][N:45]3[C:49](=[O:50])[C:48]4[C:47](=[CH:54][CH:53]=[CH:52][CH:51]=4)[C:46]3=[O:55])=[CH:11][CH:10]=2)=[O:8])=[CH:4][C:3]=1[CH2:34][C:35]([O:37][CH2:38][CH3:39])=[O:36]. The yield is 0.690.